Dataset: Forward reaction prediction with 1.9M reactions from USPTO patents (1976-2016). Task: Predict the product of the given reaction. (1) Given the reactants [CH2:1]([O:8][C:9]1[CH:10]=[C:11]([CH:24]=[CH:25][C:26]=1[N+:27]([O-])=O)[CH2:12][N:13]([CH3:23])[S:14]([C:17]1[CH:22]=[CH:21][CH:20]=[CH:19][CH:18]=1)(=[O:16])=[O:15])[C:2]1[CH:7]=[CH:6][CH:5]=[CH:4][CH:3]=1, predict the reaction product. The product is: [NH2:27][C:26]1[CH:25]=[CH:24][C:11]([CH2:12][N:13]([CH3:23])[S:14]([C:17]2[CH:22]=[CH:21][CH:20]=[CH:19][CH:18]=2)(=[O:16])=[O:15])=[CH:10][C:9]=1[O:8][CH2:1][C:2]1[CH:7]=[CH:6][CH:5]=[CH:4][CH:3]=1. (2) Given the reactants C([O:8][C:9]1[C:18]2[C:13](=[C:14]([O:23]CC3C=CC=CC=3)[C:15]([CH2:19][C:20]([OH:22])=[O:21])=[CH:16][CH:17]=2)[CH:12]=[CH:11][C:10]=1[CH2:31][C:32]([OH:34])=[O:33])C1C=CC=CC=1, predict the reaction product. The product is: [OH:8][C:9]1[C:18]2[C:13](=[C:14]([OH:23])[C:15]([CH2:19][C:20]([OH:22])=[O:21])=[CH:16][CH:17]=2)[CH:12]=[CH:11][C:10]=1[CH2:31][C:32]([OH:34])=[O:33]. (3) Given the reactants Cl.[NH2:2][C@:3]12[CH2:38][CH2:37][C@@H:36]([C:39]3([CH3:42])[CH2:41][CH2:40]3)[C@@H:4]1[C@@H:5]1[C@@:18]([CH3:21])([CH2:19][CH2:20]2)[C@@:17]2([CH3:22])[C@@H:8]([C@:9]3([CH3:35])[C@@H:14]([CH2:15][CH2:16]2)[C:13]([CH3:24])([CH3:23])[C:12]([C:25]2[CH:34]=[CH:33][C:28]([C:29]([O:31]C)=[O:30])=[CH:27][CH:26]=2)=[CH:11][CH2:10]3)[CH2:7][CH2:6]1.O.[OH-].[Li+].CO, predict the reaction product. The product is: [NH2:2][C@:3]12[CH2:38][CH2:37][C@@H:36]([C:39]3([CH3:42])[CH2:40][CH2:41]3)[C@@H:4]1[C@@H:5]1[C@@:18]([CH3:21])([CH2:19][CH2:20]2)[C@@:17]2([CH3:22])[C@@H:8]([C@:9]3([CH3:35])[C@@H:14]([CH2:15][CH2:16]2)[C:13]([CH3:23])([CH3:24])[C:12]([C:25]2[CH:26]=[CH:27][C:28]([C:29]([OH:31])=[O:30])=[CH:33][CH:34]=2)=[CH:11][CH2:10]3)[CH2:7][CH2:6]1. (4) Given the reactants [Li+].C[Si]([N-][Si](C)(C)C)(C)C.[C:11]1([NH2:17])[CH:16]=[CH:15][CH:14]=[CH:13][CH:12]=1.[Cl:18][C:19]1[CH:24]=[CH:23][CH:22]=[C:21](F)[C:20]=1[N+:26]([O-:28])=[O:27].[NH4+].[Cl-], predict the reaction product. The product is: [Cl:18][C:19]1[C:20]([N+:26]([O-:28])=[O:27])=[C:21]([NH:17][C:11]2[CH:16]=[CH:15][CH:14]=[CH:13][CH:12]=2)[CH:22]=[CH:23][CH:24]=1. (5) Given the reactants [CH3:1][O:2][C:3]1[N:8]=[CH:7][C:6]([NH2:9])=[CH:5][CH:4]=1.[CH3:10][C:11]1[CH:16]=[CH:15][CH:14]=[CH:13][C:12]=1[S:17](Cl)(=[O:19])=[O:18], predict the reaction product. The product is: [CH3:1][O:2][C:3]1[N:8]=[CH:7][C:6]([NH:9][S:17]([C:12]2[CH:13]=[CH:14][CH:15]=[CH:16][C:11]=2[CH3:10])(=[O:19])=[O:18])=[CH:5][CH:4]=1. (6) Given the reactants O[C:2]1[C:11]2[C:6](=[CH:7][CH:8]=[C:9]([NH:12][C:13](=[O:15])[CH3:14])[CH:10]=2)[N:5]=[C:4]([CH3:16])[CH:3]=1.P(Cl)(Cl)([Cl:19])=O.N, predict the reaction product. The product is: [Cl:19][C:2]1[C:11]2[C:6](=[CH:7][CH:8]=[C:9]([NH:12][C:13](=[O:15])[CH3:14])[CH:10]=2)[N:5]=[C:4]([CH3:16])[CH:3]=1.